This data is from Catalyst prediction with 721,799 reactions and 888 catalyst types from USPTO. The task is: Predict which catalyst facilitates the given reaction. (1) The catalyst class is: 422. Reactant: C(OC(=O)[N:7]([O:15][CH2:16][C:17]1[CH:22]=[CH:21][CH:20]=[CH:19][CH:18]=1)[CH2:8][CH2:9][CH2:10][CH2:11][CH2:12][C:13]#[N:14])(C)(C)C.BrCCCCCC#N. Product: [CH2:16]([O:15][N:7]1[CH2:8][CH2:9][CH2:10][CH2:11][CH2:12][C:13]1=[NH:14])[C:17]1[CH:22]=[CH:21][CH:20]=[CH:19][CH:18]=1. (2) Reactant: [CH2:1]([O:3][C:4](=[O:14])[CH2:5][NH:6][CH2:7][C:8]1[CH:13]=[CH:12][CH:11]=[CH:10][CH:9]=1)[CH3:2].C(N([CH2:20][CH3:21])CC)C. Product: [CH2:1]([O:3][C:4](=[O:14])[CH2:5][C@@H:20]([N:6]([CH2:7][C:8]1[CH:13]=[CH:12][CH:11]=[CH:10][CH:9]=1)[CH2:5][C:4]([O:3][CH2:1][CH3:2])=[O:14])[CH3:21])[CH3:2]. The catalyst class is: 8. (3) Reactant: [Cl:1][C:2]1[CH:11]=[C:10]2[C:5]([C:6]([I:20])=[C:7]([C:13]3[CH:18]=[CH:17][CH:16]=[CH:15][C:14]=3[Cl:19])[N+:8]([O-])=[CH:9]2)=[CH:4][N:3]=1.P(Cl)(Cl)Cl. Product: [Cl:1][C:2]1[CH:11]=[C:10]2[C:5]([C:6]([I:20])=[C:7]([C:13]3[CH:18]=[CH:17][CH:16]=[CH:15][C:14]=3[Cl:19])[N:8]=[CH:9]2)=[CH:4][N:3]=1. The catalyst class is: 4. (4) Reactant: [NH2:1][C:2]1([CH2:5][O:6][C:7]2[CH:16]=[C:15]3[C:10]([C:11]([O:17][C:18]4[CH:23]=[CH:22][C:21]([N:24]([C:33]5[CH:38]=[CH:37][C:36]([F:39])=[CH:35][CH:34]=5)[C:25]([C:27]5([C:30]([NH2:32])=[O:31])[CH2:29][CH2:28]5)=[O:26])=[CH:20][C:19]=4[F:40])=[CH:12][CH:13]=[N:14]3)=[CH:9][C:8]=2[O:41][CH3:42])[CH2:4][CH2:3]1.[O:43]1[CH2:48][CH2:47][C:46](=O)[CH2:45][CH2:44]1.CC(O)=O.C([O-])(O)=O.[Na+]. Product: [F:40][C:19]1[CH:20]=[C:21]([N:24]([C:33]2[CH:34]=[CH:35][C:36]([F:39])=[CH:37][CH:38]=2)[C:25]([C:27]2([C:30]([NH2:32])=[O:31])[CH2:29][CH2:28]2)=[O:26])[CH:22]=[CH:23][C:18]=1[O:17][C:11]1[C:10]2[C:15](=[CH:16][C:7]([O:6][CH2:5][C:2]3([NH:1][CH:46]4[CH2:47][CH2:48][O:43][CH2:44][CH2:45]4)[CH2:3][CH2:4]3)=[C:8]([O:41][CH3:42])[CH:9]=2)[N:14]=[CH:13][CH:12]=1. The catalyst class is: 2. (5) Reactant: [CH2:1]([NH:3][C:4](=[O:44])[NH:5][C:6]1[N:11]=[CH:10][C:9]([C:12]2[CH:13]=[N:14][CH:15]=[C:16]([C:18]3[O:22][C:21]([C@@H:23]([NH:27]C(=O)OC(C)(C)C)[CH:24]([CH3:26])[CH3:25])=[N:20][N:19]=3)[CH:17]=2)=[C:8]([N:35]2[CH:39]=[CH:38][C:37]([C:40]([F:43])([F:42])[F:41])=[N:36]2)[CH:7]=1)[CH3:2].Cl.[OH-].[Na+]. Product: [NH2:27][CH:23]([C:21]1[O:22][C:18]([C:16]2[CH:17]=[C:12]([C:9]3[CH:10]=[N:11][C:6]([NH:5][C:4]([NH:3][CH2:1][CH3:2])=[O:44])=[CH:7][C:8]=3[N:35]3[CH:39]=[CH:38][C:37]([C:40]([F:42])([F:41])[F:43])=[N:36]3)[CH:13]=[N:14][CH:15]=2)=[N:19][N:20]=1)[CH:24]([CH3:26])[CH3:25]. The catalyst class is: 38. (6) Reactant: C1(C[N:8]2[CH2:12][CH2:11][CH2:10][C@H:9]2[CH2:13][N:14]2[CH2:19][CH2:18][CH2:17][CH2:16][CH2:15]2)C=CC=CC=1.[ClH:20]. Product: [ClH:20].[NH:8]1[CH2:12][CH2:11][CH2:10][C@H:9]1[CH2:13][N:14]1[CH2:19][CH2:18][CH2:17][CH2:16][CH2:15]1. The catalyst class is: 5. (7) Reactant: [Li+].[BH4-].[OH:3][C@H:4]1[CH2:8][N:7]([C:9]([O:11][C:12]([CH3:15])([CH3:14])[CH3:13])=[O:10])[C@@H:6]([C:16](OC)=[O:17])[CH2:5]1. Product: [OH:3][C@H:4]1[CH2:8][N:7]([C:9]([O:11][C:12]([CH3:13])([CH3:14])[CH3:15])=[O:10])[C@@H:6]([CH2:16][OH:17])[CH2:5]1. The catalyst class is: 1.